This data is from Reaction yield outcomes from USPTO patents with 853,638 reactions. The task is: Predict the reaction yield, written as a fraction of the theoretical maximum amount of product (1.0 means a 100% yield; for example, 0.34 means a 34% yield). (1) The reactants are [NH:1]1[C:5]2=[N:6][CH:7]=[CH:8][CH:9]=[C:4]2[CH2:3][CH2:2]1.[Br:10]N1C(=O)CCC1=O.C(=O)(O)[O-].[Na+]. The catalyst is CN(C)C=O. The product is [Br:10][C:8]1[CH:9]=[C:4]2[CH2:3][CH2:2][NH:1][C:5]2=[N:6][CH:7]=1. The yield is 0.360. (2) The reactants are [Br:1][C:2]1[CH:8]=[C:7]([CH3:9])[C:5]([NH2:6])=[C:4]([CH3:10])[CH:3]=1.[CH:11]1([CH2:16][C:17](Cl)=[O:18])[CH2:15][CH2:14][CH2:13][CH2:12]1. The catalyst is C(#N)C. The product is [Br:1][C:2]1[CH:8]=[C:7]([CH3:9])[C:5]([NH:6][C:17](=[O:18])[CH2:16][CH:11]2[CH2:15][CH2:14][CH2:13][CH2:12]2)=[C:4]([CH3:10])[CH:3]=1. The yield is 0.920.